This data is from Reaction yield outcomes from USPTO patents with 853,638 reactions. The task is: Predict the reaction yield, written as a fraction of the theoretical maximum amount of product (1.0 means a 100% yield; for example, 0.34 means a 34% yield). (1) The reactants are [CH3:1][O:2][C@H:3]1[C@@H:9]2[O:10][CH2:11][C@H:12]([O:13]C(C3C=CC=CC=3)=O)[C@@H:8]2[O:7][C@@H:4]1[O:5][CH3:6].[OH-].[Na+]. The catalyst is CO.C(OCC)(=O)C. The product is [CH3:1][O:2][C@H:3]1[C@@H:9]2[O:10][CH2:11][C@@H:12]([OH:13])[C@@H:8]2[O:7][C@@H:4]1[O:5][CH3:6]. The yield is 0.850. (2) The reactants are [Cl:1][C:2]1[CH:7]=[CH:6][C:5]([C:8]2[C:13]([C:14]([O-])=[O:15])=[CH:12][N:11]=[CH:10][C:9]=2[F:17])=[C:4]([F:18])[CH:3]=1.[H-].[H-].[H-].[H-].[Li+].[Al+3]. The catalyst is O1CCCC1. The product is [Cl:1][C:2]1[CH:7]=[CH:6][C:5]([C:8]2[C:9]([F:17])=[CH:10][N:11]=[CH:12][C:13]=2[CH2:14][OH:15])=[C:4]([F:18])[CH:3]=1. The yield is 0.740. (3) The reactants are Br[C:2]1[CH:3]=[C:4]2[C:8](=[CH:9][CH:10]=1)[C:7](=[O:11])[N:6]([CH:12]1[CH2:16][CH2:15][CH2:14][CH2:13]1)[CH2:5]2.B([C:20]1[CH:21]=[C:22]([C:26]2[CH:31]=[CH:30][C:29]([Cl:32])=[C:28]([C:33]([OH:35])=[O:34])[CH:27]=2)[CH:23]=[CH:24][CH:25]=1)(O)O.C([O-])([O-])=O.[Cs+].[Cs+]. The catalyst is COCCOC.O.CCO.Cl[Pd](Cl)([P](C1C=CC=CC=1)(C1C=CC=CC=1)C1C=CC=CC=1)[P](C1C=CC=CC=1)(C1C=CC=CC=1)C1C=CC=CC=1. The product is [Cl:32][C:29]1[CH:30]=[CH:31][C:26]([C:22]2[CH:23]=[CH:24][CH:25]=[C:20]([C:2]3[CH:3]=[C:4]4[C:8](=[CH:9][CH:10]=3)[C:7](=[O:11])[N:6]([CH:12]3[CH2:16][CH2:15][CH2:14][CH2:13]3)[CH2:5]4)[CH:21]=2)=[CH:27][C:28]=1[C:33]([OH:35])=[O:34]. The yield is 0.120. (4) The reactants are [Br-].[C:2]([CH2:5][CH2:6][P+](C1C=CC=CC=1)(C1C=CC=CC=1)C1C=CC=CC=1)([OH:4])=[O:3].C[Si]([N-][Si](C)(C)C)(C)C.[Na+].[F:36][C:37]1[CH:44]=[CH:43][C:40]([CH:41]=O)=[CH:39][C:38]=1[O:45][CH3:46]. The catalyst is C1COCC1.O. The product is [F:36][C:37]1[CH:44]=[CH:43][C:40]([CH:41]=[CH:6][CH2:5][C:2]([OH:4])=[O:3])=[CH:39][C:38]=1[O:45][CH3:46]. The yield is 0.880. (5) The product is [CH3:6][NH:7][C:8]1[N:13]=[C:12]([CH2:14][CH2:15][O:16][C:17]2[CH:33]=[CH:32][C:31]3[C:22]([CH2:23][CH2:24][C:25]([O:27][CH2:28][CH3:29])=[O:26])=[CH:21][O:20][C:19]=3[CH:18]=2)[CH:11]=[CH:10][CH:9]=1. No catalyst specified. The yield is 0.570. The reactants are S(=O)(=O)(O)O.[CH3:6][NH:7][C:8]1[N:13]=[C:12]([CH2:14][CH2:15][O:16][C:17]2[CH:18]=[C:19]([CH:31]=[CH:32][CH:33]=2)[O:20][CH2:21][C:22](=O)[CH2:23][CH2:24][C:25]([O:27][CH2:28][CH3:29])=[O:26])[CH:11]=[CH:10][CH:9]=1.C(=O)([O-])O.[Na+]. (6) The reactants are [C-:1]#[N:2].[Na+].[NH2:4][C:5]1[CH:10]=[CH:9][C:8]([OH:11])=[CH:7][C:6]=1[F:12].[C:13]1(=O)[CH2:16][CH2:15][CH2:14]1. The catalyst is C(O)(=O)C. The product is [F:12][C:6]1[CH:7]=[C:8]([OH:11])[CH:9]=[CH:10][C:5]=1[NH:4][C:13]1([C:1]#[N:2])[CH2:16][CH2:15][CH2:14]1. The yield is 0.580. (7) The reactants are [C:1]([O:5][C:6](=[O:43])[N:7]([C@H:9]([C:11](=[O:42])[NH:12][C@@H:13]1[C:19](=[O:20])[N:18]([CH2:21][C:22]2[C:31]3[C:26](=[CH:27][C:28]([C:32](=[NH:35])[NH:33][NH2:34])=[CH:29][CH:30]=3)[CH:25]=[CH:24][C:23]=2[O:36][CH3:37])[C:17]2[CH:38]=[CH:39][CH:40]=[CH:41][C:16]=2[CH2:15][CH2:14]1)[CH3:10])[CH3:8])([CH3:4])([CH3:3])[CH3:2].[CH:44]1(O)OC2OC(O)C(O)OC2O[CH:45]1O.CC(O)=O. The catalyst is CCO.O.[Cl-].[Na+].O. The product is [C:1]([O:5][C:6](=[O:43])[N:7]([C@H:9]([C:11](=[O:42])[NH:12][C@@H:13]1[C:19](=[O:20])[N:18]([CH2:21][C:22]2[C:31]3[C:26](=[CH:27][C:28]([C:32]4[N:33]=[N:34][CH:44]=[CH:45][N:35]=4)=[CH:29][CH:30]=3)[CH:25]=[CH:24][C:23]=2[O:36][CH3:37])[C:17]2[CH:38]=[CH:39][CH:40]=[CH:41][C:16]=2[CH2:15][CH2:14]1)[CH3:10])[CH3:8])([CH3:2])([CH3:3])[CH3:4]. The yield is 0.480. (8) The reactants are [N:1]1[C:10]2[N:9]3[CH2:11][CH2:12][O:13][CH2:14][CH:8]3[CH2:7][NH:6][C:5]=2[CH:4]=[N:3][C:2]=1[C:15]1[CH:16]=[N:17][C:18]([NH2:21])=[N:19][CH:20]=1.CC(C)([O-])C.[Na+].Br[CH2:29][C:30]1[CH:35]=[CH:34][C:33]([S:36]([CH3:39])(=[O:38])=[O:37])=[CH:32][CH:31]=1. The catalyst is CS(C)=O. The product is [CH3:39][S:36]([C:33]1[CH:34]=[CH:35][C:30]([CH2:29][N:6]2[CH2:7][CH:8]3[CH2:14][O:13][CH2:12][CH2:11][N:9]3[C:10]3[N:1]=[C:2]([C:15]4[CH:16]=[N:17][C:18]([NH2:21])=[N:19][CH:20]=4)[N:3]=[CH:4][C:5]2=3)=[CH:31][CH:32]=1)(=[O:37])=[O:38]. The yield is 0.0400. (9) The reactants are C(OC(=O)[NH:7][C@H:8]1[CH2:13][CH2:12][C@H:11]([CH2:14][CH2:15][N:16]2[CH2:20][CH2:19][CH2:18][CH2:17]2)[CH2:10][CH2:9]1)(C)(C)C.[ClH:22]. The catalyst is O1CCOCC1.C(OCC)C. The product is [ClH:22].[ClH:22].[N:16]1([CH2:15][CH2:14][C@H:11]2[CH2:10][CH2:9][C@H:8]([NH2:7])[CH2:13][CH2:12]2)[CH2:20][CH2:19][CH2:18][CH2:17]1. The yield is 0.990. (10) The reactants are [Cl:1][C:2]1[CH:3]=[C:4]([CH2:9][CH2:10][CH:11]([NH2:13])[CH3:12])[CH:5]=[CH:6][C:7]=1[Cl:8].[CH2:14]([N:16]1[C:20](=[O:21])[C:19]([O:22]C)=[C:18]([C:24](O)=[O:25])[CH2:17]1)[CH3:15]. No catalyst specified. The product is [Cl:1][C:2]1[CH:3]=[C:4]([CH2:9][CH2:10][CH:11]([NH:13][C:24]([C:18]2[CH2:17][N:16]([CH2:14][CH3:15])[C:20](=[O:21])[C:19]=2[OH:22])=[O:25])[CH3:12])[CH:5]=[CH:6][C:7]=1[Cl:8]. The yield is 0.150.